This data is from Peptide-MHC class I binding affinity with 185,985 pairs from IEDB/IMGT. The task is: Regression. Given a peptide amino acid sequence and an MHC pseudo amino acid sequence, predict their binding affinity value. This is MHC class I binding data. The peptide sequence is RKLTNPANK. The MHC is HLA-A24:03 with pseudo-sequence YSAMYEEKVAHTDENIAYLMFHYYTWAVQAYTWY. The binding affinity (normalized) is 0.0847.